From a dataset of Catalyst prediction with 721,799 reactions and 888 catalyst types from USPTO. Predict which catalyst facilitates the given reaction. (1) Reactant: Cl.[CH2:2]([N:9]1[CH2:14][CH2:13][C:12](=[O:15])[CH:11]([C:16]([O:18][CH2:19][CH3:20])=[O:17])[CH2:10]1)[C:3]1[CH:8]=[CH:7][CH:6]=[CH:5][CH:4]=1.[CH3:21]N(C=O)C.[OH-].[K+].IC. Product: [CH2:2]([N:9]1[CH2:14][CH2:13][C:12](=[O:15])[C:11]([CH3:21])([C:16]([O:18][CH2:19][CH3:20])=[O:17])[CH2:10]1)[C:3]1[CH:4]=[CH:5][CH:6]=[CH:7][CH:8]=1. The catalyst class is: 1. (2) Reactant: [F:1][C:2]1[CH:11]=[CH:10][CH:9]=[C:8]2[C:3]=1[C:4]([CH2:19][C:20]([O:22][C:23](C)(C)C)=[O:21])=[N:5][C:6]([N:12]1[CH2:17][CH2:16][N:15]([CH3:18])[CH2:14][CH2:13]1)=[N:7]2.Cl. Product: [F:1][C:2]1[CH:11]=[CH:10][CH:9]=[C:8]2[C:3]=1[C:4]([CH2:19][C:20]([O:22][CH3:23])=[O:21])=[N:5][C:6]([N:12]1[CH2:17][CH2:16][N:15]([CH3:18])[CH2:14][CH2:13]1)=[N:7]2. The catalyst class is: 5. (3) Reactant: I[CH:2]1[CH2:7][CH2:6][N:5]([C:8]([O:10][C:11]([CH3:14])([CH3:13])[CH3:12])=[O:9])[CH2:4][CH2:3]1.[F:15][C:16]([F:28])([F:27])[C:17]1[CH:21]=[C:20]([C:22]([O:24][CH2:25][CH3:26])=[O:23])[NH:19][N:18]=1.C(=O)([O-])[O-].[K+].[K+].O. Product: [CH2:25]([O:24][C:22]([C:20]1[N:19]([CH:2]2[CH2:7][CH2:6][N:5]([C:8]([O:10][C:11]([CH3:14])([CH3:13])[CH3:12])=[O:9])[CH2:4][CH2:3]2)[N:18]=[C:17]([C:16]([F:27])([F:28])[F:15])[CH:21]=1)=[O:23])[CH3:26]. The catalyst class is: 3. (4) Reactant: [Cl:1][C:2]1[CH:31]=[C:30]([C:32]#[N:33])[CH:29]=[CH:28][C:3]=1[O:4][C@@H:5]1[C:13]2[C:8](=[CH:9][CH:10]=[CH:11][CH:12]=2)[CH2:7][C@H:6]1[N:14]1[CH2:19][CH2:18][CH2:17][C@@H:16]([NH:20][C:21](=O)OC(C)(C)C)[CH2:15]1.[H-].[Na+].CI. Product: [Cl:1][C:2]1[CH:31]=[C:30]([CH:29]=[CH:28][C:3]=1[O:4][C@@H:5]1[C:13]2[C:8](=[CH:9][CH:10]=[CH:11][CH:12]=2)[CH2:7][C@H:6]1[N:14]1[CH2:19][CH2:18][CH2:17][C@@H:16]([NH:20][CH3:21])[CH2:15]1)[C:32]#[N:33]. The catalyst class is: 735.